Dataset: Full USPTO retrosynthesis dataset with 1.9M reactions from patents (1976-2016). Task: Predict the reactants needed to synthesize the given product. (1) Given the product [C:1]([O:5][C:6]([NH:8][C:9]1([C:24]([O:26][CH3:27])=[O:25])[CH2:13][CH2:12][CH:11]([C:14]2[CH:15]=[C:16]3[C:21](=[CH:22][CH:23]=2)[CH2:20][N:19]([C:37](=[O:43])[CH2:38][CH2:39][CH2:40][CH2:41][CH3:42])[CH2:18][CH2:17]3)[CH2:10]1)=[O:7])([CH3:4])([CH3:3])[CH3:2], predict the reactants needed to synthesize it. The reactants are: [C:1]([O:5][C:6]([NH:8][C:9]1([C:24]([O:26][CH3:27])=[O:25])[CH2:13][CH2:12][CH:11]([C:14]2[CH:15]=[C:16]3[C:21](=[CH:22][CH:23]=2)[CH2:20][NH:19][CH2:18][CH2:17]3)[CH2:10]1)=[O:7])([CH3:4])([CH3:3])[CH3:2].CCN(C(C)C)C(C)C.[C:37](Cl)(=[O:43])[CH2:38][CH2:39][CH2:40][CH2:41][CH3:42]. (2) Given the product [CH3:1][O:2][C:3](=[O:15])[C:4]1[CH:9]=[CH:8][CH:7]=[C:6]([C:10]2[N:19]=[C:16]([CH3:17])[S:18][C:11]=2[CH3:12])[CH:5]=1, predict the reactants needed to synthesize it. The reactants are: [CH3:1][O:2][C:3](=[O:15])[C:4]1[CH:9]=[CH:8][CH:7]=[C:6]([C:10](=O)[CH:11](Br)[CH3:12])[CH:5]=1.[C:16]([NH2:19])(=[S:18])[CH3:17]. (3) Given the product [CH:1]1[C:13]2[CH:12]([CH2:14][O:15][C:16]([NH:18][C@@H:19]([CH2:52][CH2:51][C:50]([NH:49][CH3:53])=[O:66])[C:24]([O:26][C:27]([CH3:30])([CH3:29])[CH3:28])=[O:25])=[O:17])[C:11]3[C:6](=[CH:7][CH:8]=[CH:9][CH:10]=3)[C:5]=2[CH:4]=[CH:3][CH:2]=1, predict the reactants needed to synthesize it. The reactants are: [CH:1]1[C:13]2[CH:12]([CH2:14][O:15][C:16]([NH:18][C@H:19]([C:24]([O:26][C:27]([CH3:30])([CH3:29])[CH3:28])=[O:25])CC(O)=O)=[O:17])[C:11]3[C:6](=[CH:7][CH:8]=[CH:9][CH:10]=3)[C:5]=2[CH:4]=[CH:3][CH:2]=1.F[P-](F)(F)(F)(F)F.N1(O[P+]([N:49]2[CH2:53][CH2:52][CH2:51][CH2:50]2)([N:49]2[CH2:53][CH2:52][CH2:51][CH2:50]2)[N:49]2[CH2:53][CH2:52][CH2:51][CH2:50]2)C2C=CC=CC=2N=N1.CN.[OH2:66]. (4) Given the product [F:33][C:2]1([F:1])[CH2:7][CH2:6][CH2:5][N:4]([C:8]2[CH:13]=[CH:12][C:11]([C:14]3[O:18][N:17]=[C:16]([C:19]4[CH:24]=[CH:23][CH:22]=[CH:21][C:20]=4[O:25][C:26]([F:27])([F:28])[F:29])[N:15]=3)=[CH:10][C:9]=2[NH2:30])[CH2:3]1, predict the reactants needed to synthesize it. The reactants are: [F:1][C:2]1([F:33])[CH2:7][CH2:6][CH2:5][N:4]([C:8]2[CH:13]=[CH:12][C:11]([C:14]3[O:18][N:17]=[C:16]([C:19]4[CH:24]=[CH:23][CH:22]=[CH:21][C:20]=4[O:25][C:26]([F:29])([F:28])[F:27])[N:15]=3)=[CH:10][C:9]=2[N+:30]([O-])=O)[CH2:3]1. (5) Given the product [Br:1][C:2]1[CH:7]=[CH:6][C:5]([C:8]2([OH:14])[CH2:9][CH2:10][N:11]([CH2:16][CH2:15][CH2:21][S:18]([OH:20])(=[O:19])=[O:17])[CH2:12][CH2:13]2)=[CH:4][CH:3]=1, predict the reactants needed to synthesize it. The reactants are: [Br:1][C:2]1[CH:7]=[CH:6][C:5]([C:8]2([OH:14])[CH2:13][CH2:12][NH:11][CH2:10][CH2:9]2)=[CH:4][CH:3]=1.[CH2:15]1[CH2:21][S:18](=[O:20])(=[O:19])[O:17][CH2:16]1.